From a dataset of HIV replication inhibition screening data with 41,000+ compounds from the AIDS Antiviral Screen. Binary Classification. Given a drug SMILES string, predict its activity (active/inactive) in a high-throughput screening assay against a specified biological target. (1) The result is 0 (inactive). The molecule is C=C=C(Sc1ccccc1)C(C)(C)O. (2) The compound is CS(=O)(=O)OCC1OCOC1COS(C)(=O)=O. The result is 0 (inactive). (3) The drug is O=C1CC(c2ccc(O)c(O)c2)c2cc(O)c3c(c2O1)CC(O)C(c1ccc(O)c(O)c1)O3. The result is 0 (inactive).